Dataset: Forward reaction prediction with 1.9M reactions from USPTO patents (1976-2016). Task: Predict the product of the given reaction. (1) Given the reactants [NH2:1][C:2]12[CH2:9][CH2:8][C:5]([CH:10]([OH:28])[CH2:11][N:12]3[C:21]4[C:16](=[N:17][CH:18]=[C:19]([O:22][CH2:23][CH2:24][CH2:25][OH:26])[CH:20]=4)[CH:15]=[CH:14][C:13]3=[O:27])([CH2:6][CH2:7]1)[O:4][CH2:3]2.[O:29]=[C:30]1[CH2:35][O:34][C:33]2[CH:36]=[CH:37][C:38]([CH:40]=O)=[N:39][C:32]=2[NH:31]1, predict the reaction product. The product is: [OH:28][CH:10]([C:5]12[CH2:8][CH2:9][C:2]([NH:1][CH2:40][C:38]3[CH:37]=[CH:36][C:33]4[O:34][CH2:35][C:30](=[O:29])[NH:31][C:32]=4[N:39]=3)([CH2:7][CH2:6]1)[CH2:3][O:4]2)[CH2:11][N:12]1[C:21]2[C:16](=[N:17][CH:18]=[C:19]([O:22][CH2:23][CH2:24][CH2:25][OH:26])[CH:20]=2)[CH:15]=[CH:14][C:13]1=[O:27]. (2) Given the reactants C[O:2][C:3]1[CH:10]=[CH:9][C:6]([C:7]#[N:8])=[CH:5][CH:4]=1.C[O-].[Na+].CO, predict the reaction product. The product is: [C:7]([C:6]1[CH:9]=[CH:10][C:3]([OH:2])=[CH:4][CH:5]=1)#[N:8]. (3) Given the reactants C([Si](C1C=CC=CC=1)(C1C=CC=CC=1)[O:6][CH2:7][CH2:8][C@@H:9]([C:18]1[CH:22]=[C:21]([CH2:23][OH:24])[O:20][N:19]=1)[CH2:10][C:11]([O:13][C:14]([CH3:17])([CH3:16])[CH3:15])=[O:12])(C)(C)C.C1C[O:40][CH2:39][CH2:38]1.C(O)(=O)C.O.[F-].C([N+](CCCC)(CCCC)CCCC)CCC, predict the reaction product. The product is: [C:39]([O:24][CH2:23][C:21]1[O:20][N:19]=[C:18]([C@H:9]([CH2:8][CH2:7][OH:6])[CH2:10][C:11]([O:13][C:14]([CH3:15])([CH3:16])[CH3:17])=[O:12])[CH:22]=1)(=[O:40])[CH3:38]. (4) Given the reactants [C:1]([C:3]1[CH:11]=[CH:10][C:6]([C:7]([OH:9])=O)=[CH:5][C:4]=1[CH3:12])#[N:2].[S:13]1[C:22]2[CH2:21][CH2:20][CH2:19][CH2:18][NH:17][C:16]=2[CH:15]=[CH:14]1, predict the reaction product. The product is: [C:1]([C:3]1[CH:11]=[CH:10][C:6]([C:7]([N:17]2[CH2:18][CH2:19][CH2:20][CH2:21][C:22]3[S:13][CH:14]=[CH:15][C:16]2=3)=[O:9])=[CH:5][C:4]=1[CH3:12])#[N:2].